This data is from Forward reaction prediction with 1.9M reactions from USPTO patents (1976-2016). The task is: Predict the product of the given reaction. (1) Given the reactants [F:1][C:2]1[CH:19]=[C:18]([S:20]([CH3:23])(=[O:22])=[O:21])[CH:17]=[CH:16][C:3]=1[O:4][CH2:5][CH2:6][C@@H:7]1[CH2:9][C@@H:8]1[CH:10]1[CH2:15][CH2:14][NH:13][CH2:12][CH2:11]1.C(=O)([O-])[O-].[K+].[K+].[N:30]#[C:31]Br, predict the reaction product. The product is: [F:1][C:2]1[CH:19]=[C:18]([S:20]([CH3:23])(=[O:21])=[O:22])[CH:17]=[CH:16][C:3]=1[O:4][CH2:5][CH2:6][C@@H:7]1[CH2:9][C@@H:8]1[CH:10]1[CH2:11][CH2:12][N:13]([C:31]#[N:30])[CH2:14][CH2:15]1. (2) Given the reactants [CH2:1]([C:3]1[CH:8]=[CH:7][CH:6]=[CH:5][C:4]=1[OH:9])[CH3:2].Cl.[N:11]([O-])=[O:12].[Na+], predict the reaction product. The product is: [CH2:1]([C:3]1[C:4](=[O:9])[CH:5]=[CH:6][C:7](=[N:11][OH:12])[CH:8]=1)[CH3:2]. (3) Given the reactants N(OC(C)(C)C)=O.[Cl:8][C:9]1[C:10]2[CH:18]=[CH:17][N:16]([S:19]([C:22]3[CH:27]=[CH:26][C:25]([CH3:28])=[CH:24][CH:23]=3)(=[O:21])=[O:20])[C:11]=2[N:12]=[C:13](N)[N:14]=1.II.[I:31]CI.S([O-])([O-])=O.[Na+].[Na+], predict the reaction product. The product is: [Cl:8][C:9]1[C:10]2[CH:18]=[CH:17][N:16]([S:19]([C:22]3[CH:27]=[CH:26][C:25]([CH3:28])=[CH:24][CH:23]=3)(=[O:21])=[O:20])[C:11]=2[N:12]=[C:13]([I:31])[N:14]=1. (4) Given the reactants C[O:2][C:3]([C:7]1[CH:8]=[C:9]([C:21]([F:24])([F:23])[F:22])[C:10]([O:19][CH3:20])=[C:11]([N:13]2[CH2:18][CH2:17][O:16][CH2:15][CH2:14]2)[CH:12]=1)(OC)[CH3:4].[Br-:25].[Br-].[Br-].C1([N+](C)(C)C)C=CC=CC=1.C1([N+](C)(C)C)C=CC=CC=1.C1([N+](C)(C)C)C=CC=CC=1.S([O-])([O-])(=O)=S.O, predict the reaction product. The product is: [Br:25][CH2:4][C:3]([C:7]1[CH:8]=[C:9]([C:21]([F:24])([F:23])[F:22])[C:10]([O:19][CH3:20])=[C:11]([N:13]2[CH2:18][CH2:17][O:16][CH2:15][CH2:14]2)[CH:12]=1)=[O:2]. (5) Given the reactants [F:1][C:2]1[CH:7]=[CH:6][C:5]([C:8](=O)[CH2:9][C:10](=O)[C:11]([O:13][CH2:14][CH3:15])=[O:12])=[CH:4][CH:3]=1.O.[NH2:19][NH2:20], predict the reaction product. The product is: [F:1][C:2]1[CH:7]=[CH:6][C:5]([C:8]2[CH:9]=[C:10]([C:11]([O:13][CH2:14][CH3:15])=[O:12])[NH:20][N:19]=2)=[CH:4][CH:3]=1. (6) Given the reactants [CH3:1][O:2][C:3]1[CH:4]=[C:5]([CH:8]=[CH:9][C:10]=1[O:11][CH3:12])[CH:6]=O.[C:13]([CH2:16][C:17](=[O:19])[CH3:18])(=[O:15])[CH3:14].N1CCCCC1, predict the reaction product. The product is: [CH3:1][O:2][C:3]1[CH:4]=[C:5]([CH:8]=[CH:9][C:10]=1[O:11][CH3:12])[CH:6]=[C:16]([C:17](=[O:19])[CH3:18])[C:13](=[O:15])[CH3:14]. (7) Given the reactants [CH2:1]([C:3]1[N:4]([CH2:9][CH2:10][NH2:11])[CH:5]=[C:6]([I:8])[N:7]=1)[CH3:2].[F:12][C:13]1[CH:14]=[C:15]([CH2:22][CH2:23][CH:24]=O)[CH:16]=[C:17]([F:21])[C:18]=1[O:19][CH3:20], predict the reaction product. The product is: [F:12][C:13]1[CH:14]=[C:15]([CH2:22][CH2:23][CH:24]2[NH:11][CH2:10][CH2:9][N:4]3[C:3]([CH2:1][CH3:2])=[N:7][C:6]([I:8])=[C:5]23)[CH:16]=[C:17]([F:21])[C:18]=1[O:19][CH3:20]. (8) Given the reactants C([O:3][C:4](=[O:31])[CH2:5][CH:6]([N:10]1[C:14]2[CH:15]=[CH:16][CH:17]=[CH:18][C:13]=2[N:12]([CH2:19][C:20]2[CH:28]=[C:27]([Cl:29])[CH:26]=[C:25]3[C:21]=2[CH:22]=[CH:23][NH:24]3)[C:11]1=[O:30])[CH2:7][CH2:8][CH3:9])C, predict the reaction product. The product is: [Cl:29][C:27]1[CH:26]=[C:25]2[C:21]([CH:22]=[CH:23][NH:24]2)=[C:20]([CH2:19][N:12]2[C:13]3[CH:18]=[CH:17][CH:16]=[CH:15][C:14]=3[N:10]([CH:6]([CH2:7][CH2:8][CH3:9])[CH2:5][C:4]([OH:31])=[O:3])[C:11]2=[O:30])[CH:28]=1. (9) Given the reactants [N+:1]([C:4]1[CH:5]=[C:6]([CH:9]=[CH:10][CH:11]=1)[C:7]#[N:8])([O-:3])=[O:2].[N-:12]=[N+:13]=[N-:14].[Na+].Cl, predict the reaction product. The product is: [N+:1]([C:4]1[CH:5]=[C:6]([C:7]2[N:12]=[N:13][NH:14][N:8]=2)[CH:9]=[CH:10][CH:11]=1)([O-:3])=[O:2]. (10) Given the reactants C(N(CC)CC)C.[CH:8]1([N:11]2[C:19]3[C:14](=[C:15]([O:23][CH3:24])[CH:16]=[C:17]([C:20]([OH:22])=O)[CH:18]=3)[CH:13]=[CH:12]2)[CH2:10][CH2:9]1.Cl.[O:26]=[C:27]1[C:41]2[C:36](=[CH:37][CH:38]=[C:39]([C:42]3[CH:43]=[C:44]([CH:48]=[CH:49][CH:50]=3)[C:45]([OH:47])=[O:46])[CH:40]=2)[O:35][C:29]2([CH2:34][CH2:33][NH:32][CH2:31][CH2:30]2)[CH2:28]1.Cl, predict the reaction product. The product is: [CH:8]1([N:11]2[C:19]3[C:14](=[C:15]([O:23][CH3:24])[CH:16]=[C:17]([C:20]([N:32]4[CH2:33][CH2:34][C:29]5([CH2:28][C:27](=[O:26])[C:41]6[C:36](=[CH:37][CH:38]=[C:39]([C:42]7[CH:43]=[C:44]([CH:48]=[CH:49][CH:50]=7)[C:45]([OH:47])=[O:46])[CH:40]=6)[O:35]5)[CH2:30][CH2:31]4)=[O:22])[CH:18]=3)[CH:13]=[CH:12]2)[CH2:9][CH2:10]1.